This data is from Forward reaction prediction with 1.9M reactions from USPTO patents (1976-2016). The task is: Predict the product of the given reaction. (1) Given the reactants [NH2:1][CH2:2][C@H:3]1[N:8]([C:9]([C:11]2[N:12]=[C:13]([CH3:23])[S:14][C:15]=2[C:16]2[CH:17]=[C:18]([CH3:22])[CH:19]=[CH:20][CH:21]=2)=[O:10])[CH2:7][C@@H:6]2[C@H:4]1[CH2:5]2.[N:24]1[O:25][N:26]=[C:27]2[CH:32]=[C:31]([C:33](O)=[O:34])[CH:30]=[CH:29][C:28]=12, predict the reaction product. The product is: [CH3:23][C:13]1[S:14][C:15]([C:16]2[CH:17]=[C:18]([CH3:22])[CH:19]=[CH:20][CH:21]=2)=[C:11]([C:9]([N:8]2[CH2:7][C@@H:6]3[C@@H:4]([CH2:5]3)[C@H:3]2[CH2:2][NH:1][C:33]([C:31]2[CH:30]=[CH:29][C:28]3=[N:24][O:25][N:26]=[C:27]3[CH:32]=2)=[O:34])=[O:10])[N:12]=1. (2) Given the reactants O.O.[Sn](Cl)Cl.[CH3:6][O:7][C:8]1[C:13]([N+:14]([O-])=O)=[CH:12][C:11]([C:17]2([CH3:20])[CH2:19][CH2:18]2)=[CH:10][C:9]=1[N+:21]([O-])=O.[OH-].[Na+], predict the reaction product. The product is: [CH3:6][O:7][C:8]1[C:13]([NH2:14])=[CH:12][C:11]([C:17]2([CH3:20])[CH2:19][CH2:18]2)=[CH:10][C:9]=1[NH2:21]. (3) The product is: [F:33][C:32]([F:35])([F:34])[S:29]([O:8][C:5]1[C:4]([C:9]2[NH:10][C:11]3[C:16]([CH:17]=2)=[C:15]([F:18])[CH:14]=[CH:13][CH:12]=3)=[CH:3][C:2]([Br:1])=[CH:7][N:6]=1)(=[O:30])=[O:28]. Given the reactants [Br:1][C:2]1[CH:3]=[C:4]([C:9]2[NH:10][C:11]3[C:16]([CH:17]=2)=[C:15]([F:18])[CH:14]=[CH:13][CH:12]=3)[C:5]([OH:8])=[N:6][CH:7]=1.CCN(C(C)C)C(C)C.[O:28](S(C(F)(F)F)(=O)=O)[S:29]([C:32]([F:35])([F:34])[F:33])(=O)=[O:30].CC(=O)OCC, predict the reaction product. (4) Given the reactants ClCCl.[Cl:4][C:5]1[CH:32]=[CH:31][CH:30]=[CH:29][C:6]=1[CH2:7][S:8][C:9]1[S:10][C:11]2[CH:17]=[C:16]([Cl:18])[C:15]([N:19]3[C:23](=[O:24])[N:22]([CH:25]([F:27])[F:26])[C:21]([CH3:28])=[N:20]3)=[CH:14][C:12]=2[N:13]=1.ClC1C=C(C=CC=1)C(OO)=[O:38].[OH2:44], predict the reaction product. The product is: [Cl:4][C:5]1[CH:32]=[CH:31][CH:30]=[CH:29][C:6]=1[CH2:7][S:8]([C:9]1[S:10][C:11]2[CH:17]=[C:16]([Cl:18])[C:15]([N:19]3[C:23](=[O:24])[N:22]([CH:25]([F:26])[F:27])[C:21]([CH3:28])=[N:20]3)=[CH:14][C:12]=2[N:13]=1)(=[O:38])=[O:44].